Dataset: Reaction yield outcomes from USPTO patents with 853,638 reactions. Task: Predict the reaction yield, written as a fraction of the theoretical maximum amount of product (1.0 means a 100% yield; for example, 0.34 means a 34% yield). (1) The reactants are [NH:1]1[CH2:6][CH2:5][O:4][CH2:3][CH2:2]1.[Cl:7][C:8]1[N:9]=[N:10][C:11](Cl)=[CH:12][CH:13]=1. No catalyst specified. The yield is 0.790. The product is [Cl:7][C:8]1[N:9]=[N:10][C:11]([N:1]2[CH2:6][CH2:5][O:4][CH2:3][CH2:2]2)=[CH:12][CH:13]=1. (2) The reactants are C([O:3][C:4](=[O:22])[CH2:5][CH:6]([C@@H:8]1[CH2:12][C:11]([F:14])([F:13])[CH2:10][N:9]1[C:15]([O:17][C:18]([CH3:21])([CH3:20])[CH3:19])=[O:16])[CH3:7])C.O[Li].O. The catalyst is C(O)C. The product is [C:18]([O:17][C:15]([N:9]1[CH2:10][C:11]([F:13])([F:14])[CH2:12][C@H:8]1[CH:6]([CH3:7])[CH2:5][C:4]([OH:22])=[O:3])=[O:16])([CH3:21])([CH3:19])[CH3:20]. The yield is 0.701.